Dataset: Full USPTO retrosynthesis dataset with 1.9M reactions from patents (1976-2016). Task: Predict the reactants needed to synthesize the given product. (1) Given the product [CH:16]([C:15]1[C:14]([O:21][CH3:22])=[C:13]([CH:20]=[CH:19][CH:18]=1)[O:12][C:2]1[CH:9]=[C:8]([O:10][CH3:11])[CH:7]=[CH:6][C:3]=1[C:4]#[N:5])=[O:17], predict the reactants needed to synthesize it. The reactants are: F[C:2]1[CH:9]=[C:8]([O:10][CH3:11])[CH:7]=[CH:6][C:3]=1[C:4]#[N:5].[OH:12][C:13]1[C:14]([O:21][CH3:22])=[C:15]([CH:18]=[CH:19][CH:20]=1)[CH:16]=[O:17].C(=O)([O-])[O-].[Cs+].[Cs+].[OH-].[Na+]. (2) Given the product [C:1]([C@@:3]1([NH:18][C:19](=[O:37])[C@H:20]([CH2:30][CH:31]2[CH2:36][CH2:35][CH2:34][CH2:33][CH2:32]2)[CH2:21][C:22]([N:24]2[CH2:25][CH2:26][O:27][CH2:28][CH2:29]2)=[O:23])[CH2:7][CH2:6][N:5]([CH2:8][C:9]([CH3:17])([C:65]2[CH:70]=[CH:69][CH:68]=[CH:67][CH:66]=2)[CH3:10])[CH2:4]1)#[N:2], predict the reactants needed to synthesize it. The reactants are: [C:1]([C@:3]1([NH:18][C:19](=[O:37])[C@H:20]([CH2:30][CH:31]2[CH2:36][CH2:35][CH2:34][CH2:33][CH2:32]2)[CH2:21][C:22]([N:24]2[CH2:29][CH2:28][O:27][CH2:26][CH2:25]2)=[O:23])[CH2:7][CH2:6][N:5]([CH2:8][CH:9]2[CH2:17]C3C(=CC=CC=3)[CH2:10]2)[CH2:4]1)#[N:2].C([C@]1(NC(=O)[C@@H](C[CH:65]2[CH2:70][CH2:69][CH2:68][CH2:67][CH2:66]2)CC(N2CCOCC2)=O)CCN(CC2SC(C)=CC=2)C1)#N. (3) Given the product [CH2:19]([C:6]1([OH:7])[C:5]2[C:8]([CH3:17])=[C:9]([CH3:16])[C:10]([NH:13][CH:14]=[O:15])=[C:11]([CH3:12])[C:4]=2[O:3][C:2]1([CH3:18])[CH3:1])[C:20]1[CH:25]=[CH:24][CH:23]=[CH:22][CH:21]=1, predict the reactants needed to synthesize it. The reactants are: [CH3:1][C:2]1([CH3:18])[C:6](=[O:7])[C:5]2[C:8]([CH3:17])=[C:9]([CH3:16])[C:10]([NH:13][CH:14]=[O:15])=[C:11]([CH3:12])[C:4]=2[O:3]1.[CH2:19]([Mg]Cl)[C:20]1[CH:25]=[CH:24][CH:23]=[CH:22][CH:21]=1.O. (4) Given the product [O:38]=[C:33]1[CH2:34][CH2:35][C:36](=[O:37])[N:32]1[O:19][C:18](=[O:20])[CH2:17][CH2:16][C:15]([NH:14][CH2:13][CH:11]1[O:10][C:9]2[CH:22]=[CH:23][C:6]([CH2:5][CH:4]([N:3]([CH2:1][CH3:2])[C:25](=[O:30])[C:26]([F:28])([F:29])[F:27])[CH3:24])=[CH:7][C:8]=2[O:12]1)=[O:21], predict the reactants needed to synthesize it. The reactants are: [CH2:1]([N:3]([C:25](=[O:30])[C:26]([F:29])([F:28])[F:27])[CH:4]([CH3:24])[CH2:5][C:6]1[CH:23]=[CH:22][C:9]2[O:10][CH:11]([CH2:13][NH:14][C:15](=[O:21])[CH2:16][CH2:17][C:18]([OH:20])=[O:19])[O:12][C:8]=2[CH:7]=1)[CH3:2].O[N:32]1[C:36](=[O:37])[CH2:35][CH2:34][C:33]1=[O:38].C(N=C=NCCCN(C)C)C. (5) Given the product [CH3:23][N:20]1[C:18]2[N:19]=[C:14]([N:10]3[CH2:11][CH2:12][N:7]([C:5]4[CH:4]=[N:3][N:2]([CH3:1])[CH:6]=4)[CH2:8][CH2:9]3)[NH:15][C:16](=[O:24])[C:17]=2[CH:22]=[N:21]1, predict the reactants needed to synthesize it. The reactants are: [CH3:1][N:2]1[CH:6]=[C:5]([N:7]2[CH2:12][CH2:11][NH:10][CH2:9][CH2:8]2)[CH:4]=[N:3]1.Cl[C:14]1[NH:15][C:16](=[O:24])[C:17]2[CH:22]=[N:21][N:20]([CH3:23])[C:18]=2[N:19]=1. (6) Given the product [F:1][C:2]([F:15])([F:16])[C:3]1[CH:4]=[C:5]([CH:6]([OH:7])[CH2:17][CH3:18])[CH:8]=[C:9]([C:11]([F:14])([F:12])[F:13])[CH:10]=1, predict the reactants needed to synthesize it. The reactants are: [F:1][C:2]([F:16])([F:15])[C:3]1[CH:4]=[C:5]([CH:8]=[C:9]([C:11]([F:14])([F:13])[F:12])[CH:10]=1)[CH:6]=[O:7].[CH2:17]([Mg]Br)[CH3:18].Cl. (7) Given the product [F:28][C:24]1[CH:23]=[C:22]([C:19]2[CH:20]=[CH:21][C:16]([CH2:15][N:6]([CH2:5][C:4]([OH:30])([CH3:29])[C:3]([OH:2])=[O:31])[NH:7][C:45]([C:43]3[O:42][N:41]=[C:40]([OH:39])[CH:44]=3)=[O:46])=[CH:17][CH:18]=2)[CH:27]=[CH:26][CH:25]=1, predict the reactants needed to synthesize it. The reactants are: C[O:2][C:3](=[O:31])[C:4]([OH:30])([CH3:29])[CH2:5][N:6]([CH2:15][C:16]1[CH:21]=[CH:20][C:19]([C:22]2[CH:27]=[CH:26][CH:25]=[C:24]([F:28])[CH:23]=2)=[CH:18][CH:17]=1)[NH:7]C(OC(C)(C)C)=O.C(O)(C(F)(F)F)=O.[OH:39][C:40]1[CH:44]=[C:43]([C:45](O)=[O:46])[O:42][N:41]=1.C1C=NC2N(O)N=NC=2C=1.CCN=C=NCCCN(C)C.CCN(C(C)C)C(C)C.O.[OH-].[Li+]. (8) Given the product [Br:1][C:2]1[C:3]([F:11])=[C:4]([CH:5]=[CH:6][CH:7]=1)[NH2:8], predict the reactants needed to synthesize it. The reactants are: [Br:1][C:2]1[C:3]([F:11])=[C:4]([N+:8]([O-])=O)[CH:5]=[CH:6][CH:7]=1.[Sn](Cl)Cl. (9) Given the product [N:1]12[CH2:9][C@@H:5]([CH2:6][CH2:7][CH2:8]1)[C@@H:4]([OH:10])[CH2:3][CH2:2]2, predict the reactants needed to synthesize it. The reactants are: [N:1]12[CH2:9][C@@H:5]([CH2:6][CH2:7][CH2:8]1)[C@@H:4]([O:10]C(=O)C)[CH2:3][CH2:2]2.